This data is from NCI-60 drug combinations with 297,098 pairs across 59 cell lines. The task is: Regression. Given two drug SMILES strings and cell line genomic features, predict the synergy score measuring deviation from expected non-interaction effect. (1) Drug 1: C1=NNC2=C1C(=O)NC=N2. Drug 2: CC(C)CN1C=NC2=C1C3=CC=CC=C3N=C2N. Cell line: HT29. Synergy scores: CSS=-2.50, Synergy_ZIP=0.0150, Synergy_Bliss=-3.04, Synergy_Loewe=-3.66, Synergy_HSA=-4.40. (2) Drug 1: CN(C)C1=NC(=NC(=N1)N(C)C)N(C)C. Drug 2: C(CCl)NC(=O)N(CCCl)N=O. Cell line: ACHN. Synergy scores: CSS=-5.05, Synergy_ZIP=2.48, Synergy_Bliss=-0.0267, Synergy_Loewe=-6.04, Synergy_HSA=-4.20. (3) Drug 1: CC1=C2C(C(=O)C3(C(CC4C(C3C(C(C2(C)C)(CC1OC(=O)C(C(C5=CC=CC=C5)NC(=O)OC(C)(C)C)O)O)OC(=O)C6=CC=CC=C6)(CO4)OC(=O)C)OC)C)OC. Drug 2: CN1C2=C(C=C(C=C2)N(CCCl)CCCl)N=C1CCCC(=O)O.Cl. Cell line: NCI-H322M. Synergy scores: CSS=44.9, Synergy_ZIP=9.44, Synergy_Bliss=9.45, Synergy_Loewe=-62.2, Synergy_HSA=9.05. (4) Drug 1: CC(C1=C(C=CC(=C1Cl)F)Cl)OC2=C(N=CC(=C2)C3=CN(N=C3)C4CCNCC4)N. Drug 2: C1=CC(=CC=C1C#N)C(C2=CC=C(C=C2)C#N)N3C=NC=N3. Cell line: NCI-H322M. Synergy scores: CSS=1.41, Synergy_ZIP=2.25, Synergy_Bliss=2.99, Synergy_Loewe=2.70, Synergy_HSA=1.32. (5) Drug 1: CNC(=O)C1=CC=CC=C1SC2=CC3=C(C=C2)C(=NN3)C=CC4=CC=CC=N4. Drug 2: CN(C)C1=NC(=NC(=N1)N(C)C)N(C)C. Cell line: NCIH23. Synergy scores: CSS=-3.05, Synergy_ZIP=0.945, Synergy_Bliss=-0.382, Synergy_Loewe=-3.51, Synergy_HSA=-2.26. (6) Drug 1: CCC1=C2CN3C(=CC4=C(C3=O)COC(=O)C4(CC)O)C2=NC5=C1C=C(C=C5)O. Drug 2: CS(=O)(=O)OCCCCOS(=O)(=O)C. Cell line: NCI/ADR-RES. Synergy scores: CSS=33.8, Synergy_ZIP=-4.68, Synergy_Bliss=4.71, Synergy_Loewe=-28.0, Synergy_HSA=4.23.